Dataset: Full USPTO retrosynthesis dataset with 1.9M reactions from patents (1976-2016). Task: Predict the reactants needed to synthesize the given product. (1) Given the product [N+:29]([C:32]1[S:36][C:35]([CH2:37][O:38][C:39]([NH:13][C:12]2[CH:6]=[CH:7][N:8]([C@@H:14]3[O:18][C@H:17]([CH2:19][OH:20])[C@@H:16]([OH:21])[C@@H:15]3[OH:22])[C:9](=[O:10])[N:11]=2)=[O:40])=[CH:34][CH:33]=1)([O-:31])=[O:30], predict the reactants needed to synthesize it. The reactants are: Cl[Si](C)(C)C.[CH:6]1[C:12]([NH2:13])=[N:11][C:9](=[O:10])[N:8]([C@@H:14]2[O:18][C@H:17]([CH2:19][OH:20])[C@@H:16]([OH:21])[C@@H:15]2[OH:22])[CH:7]=1.N1C=CC=CC=1.[N+:29]([C:32]1[S:36][C:35]([CH2:37][OH:38])=[CH:34][CH:33]=1)([O-:31])=[O:30].[C:39](Cl)(Cl)=[O:40]. (2) Given the product [CH2:20]([N:3]([CH2:1][CH3:2])[C:4]1[CH:5]=[C:6]([OH:19])[C:7](=[CH:17][CH:18]=1)[CH:8]=[N:9][C:10]1[CH:15]=[CH:14][CH:13]=[CH:12][C:11]=1[N:16]=[CH:22][C:23]1[C:24](=[CH:26][CH:27]=[CH:28][CH:29]=1)[OH:25])[CH3:21], predict the reactants needed to synthesize it. The reactants are: [CH2:1]([N:3]([CH2:20][CH3:21])[C:4]1[CH:5]=[C:6]([OH:19])[C:7](=[CH:17][CH:18]=1)[CH:8]=[N:9][C:10]1[CH:15]=[CH:14][CH:13]=[CH:12][C:11]=1[NH2:16])[CH3:2].[CH:22](=O)[C:23]1[C:24](=[CH:26][CH:27]=[CH:28][CH:29]=1)[OH:25]. (3) Given the product [C:1]([O:5][C:6]([N:8]1[CH2:13][C@H:12]([CH2:14][C:15]2[S:16][CH:17]=[CH:18][N:19]=2)[N:11]([CH2:21][C:22]([N:24]2[C:32]3[CH:31]=[C:30]([C:33]([F:37])([F:38])[CH2:34][CH2:35][CH3:36])[N:29]=[CH:28][C:27]=3[C:26]([CH3:39])([CH3:40])[CH2:25]2)=[O:23])[CH2:10][C@H:9]1[CH3:41])=[O:7])([CH3:4])([CH3:2])[CH3:3], predict the reactants needed to synthesize it. The reactants are: [C:1]([O:5][C:6]([N:8]1[CH2:13][C@H:12]([CH:14](Cl)[C:15]2[S:16][CH:17]=[CH:18][N:19]=2)[N:11]([CH2:21][C:22]([N:24]2[C:32]3[CH:31]=[C:30]([C:33]([F:38])([F:37])[CH2:34][CH2:35][CH3:36])[N:29]=[CH:28][C:27]=3[C:26]([CH3:40])([CH3:39])[CH2:25]2)=[O:23])[CH2:10][C@H:9]1[CH3:41])=[O:7])([CH3:4])([CH3:3])[CH3:2].C(N(CC)CC)C. (4) Given the product [CH2:10]([O:17][CH2:18][C:19]1[NH:8][C:7]2[CH:6]=[CH:5][CH:4]=[C:3]([OH:9])[C:2]=2[N:1]=1)[C:11]1[CH:16]=[CH:15][CH:14]=[CH:13][CH:12]=1, predict the reactants needed to synthesize it. The reactants are: [NH2:1][C:2]1[C:7]([NH2:8])=[CH:6][CH:5]=[CH:4][C:3]=1[OH:9].[CH2:10]([O:17][CH2:18][C:19](O)=O)[C:11]1[CH:16]=[CH:15][CH:14]=[CH:13][CH:12]=1.C(=O)(O)[O-].[Na+]. (5) Given the product [C:3]1([CH:2]([C:4]2[CH:9]=[CH:8][CH:7]=[CH:6][CH:5]=2)[Si:11]([Cl:13])([Cl:12])[Cl:10])[CH:6]=[CH:5][CH:4]=[CH:2][CH:3]=1, predict the reactants needed to synthesize it. The reactants are: Cl[CH:2]([C:4]1[CH:9]=[CH:8][CH:7]=[CH:6][CH:5]=1)[CH3:3].[Cl:10][SiH:11]([Cl:13])[Cl:12]. (6) Given the product [NH2:31][C:28]1[N:29]=[CH:30][C:25]([C:2]2[C:7]([Cl:8])=[CH:6][C:5]([NH:9][C:10]3[N:14]=[C:13]([NH2:15])[NH:12][N:11]=3)=[CH:4][C:3]=2[Cl:16])=[CH:26][CH:27]=1, predict the reactants needed to synthesize it. The reactants are: Br[C:2]1[C:7]([Cl:8])=[CH:6][C:5]([NH:9][C:10]2[N:14]=[C:13]([NH2:15])[NH:12][N:11]=2)=[CH:4][C:3]=1[Cl:16].CC1(C)C(C)(C)OB([C:25]2[CH:26]=[CH:27][C:28]([NH2:31])=[N:29][CH:30]=2)O1.C(=O)([O-])[O-].[Na+].[Na+]. (7) Given the product [Cl:33][CH2:32][C:31]([NH:22][C:20]1[CH:19]=[CH:18][C:16]2[N:17]=[C:12]([NH:11][C@H:1]3[C:10]4[C:5](=[CH:6][CH:7]=[CH:8][CH:9]=4)[CH2:4][CH2:3][CH2:2]3)[O:13][CH2:14][C:15]=2[CH:21]=1)=[O:30], predict the reactants needed to synthesize it. The reactants are: [C@H:1]1([NH:11][C:12]2[O:13][CH2:14][C:15]3[CH:21]=[C:20]([NH2:22])[CH:19]=[CH:18][C:16]=3[N:17]=2)[C:10]2[C:5](=[CH:6][CH:7]=[CH:8][CH:9]=2)[CH2:4][CH2:3][CH2:2]1.O=C1CCC(=O)N1[O:30][C:31](=O)[CH2:32][Cl:33]. (8) Given the product [CH2:2]([N:9]1[CH2:10][CH:11]=[C:12]([CH2:15][CH3:16])[CH2:13][CH2:14]1)[C:3]1[CH:8]=[CH:7][CH:6]=[CH:5][CH:4]=1, predict the reactants needed to synthesize it. The reactants are: [Cl-].[CH2:2]([N+:9]1[CH:14]=[CH:13][C:12]([CH2:15][CH3:16])=[CH:11][CH:10]=1)[C:3]1[CH:8]=[CH:7][CH:6]=[CH:5][CH:4]=1.CCOC(C)=O.CO.N. (9) Given the product [C:36]([O:40][C:41](=[O:42])[NH:43][C@H:44]([C:45](=[O:46])[NH:47][C@H:48]([C:6](=[O:28])[NH:7][C@@H:8]([CH2:21][C:22]1[CH:23]=[CH:24][CH:25]=[CH:26][CH:27]=1)[CH:9]([C:11](=[O:20])[NH:12][CH2:13][C:14]1[CH:15]=[CH:16][CH:17]=[CH:18][CH:19]=1)[OH:10])[CH2:52][C:53]1[CH:54]=[CH:55][CH:56]=[CH:57][CH:58]=1)[CH3:59])([CH3:37])([CH3:38])[CH3:39], predict the reactants needed to synthesize it. The reactants are: C(O[C:6](=[O:28])[NH:7][C@@H:8]([CH2:21][C:22]1[CH:27]=[CH:26][CH:25]=[CH:24][CH:23]=1)[CH:9]([C:11](=[O:20])[NH:12][CH2:13][C:14]1[CH:19]=[CH:18][CH:17]=[CH:16][CH:15]=1)[OH:10])(C)(C)C.C(O)(C(F)(F)F)=O.[C:36]([O:40][C:41]([NH:43][C@@H:44]([CH3:59])[C:45]([NH:47][C@@H:48]([CH2:52][C:53]1[CH:58]=[CH:57][CH:56]=[CH:55][CH:54]=1)C(O)=O)=[O:46])=[O:42])([CH3:39])([CH3:38])[CH3:37].CN(C(ON1N=NC2C=CC=NC1=2)=[N+](C)C)C.F[P-](F)(F)(F)(F)F.C(N(CC)C(C)C)(C)C. (10) Given the product [C:1]([C:3]1[C:7]2[CH:8]=[C:9]([O:12][CH3:13])[CH:10]=[CH:11][C:6]=2[O:5][C:4]=1[CH:14]([NH:21][C:22]1[CH:23]=[CH:24][C:25]([C:28]([N:30]([CH3:38])[CH2:31][CH2:32][C:33]([OH:35])=[O:34])=[O:29])=[CH:26][CH:27]=1)[CH:15]1[CH2:20][CH2:19][CH2:18][CH2:17][CH2:16]1)#[N:2], predict the reactants needed to synthesize it. The reactants are: [C:1]([C:3]1[C:7]2[CH:8]=[C:9]([O:12][CH3:13])[CH:10]=[CH:11][C:6]=2[O:5][C:4]=1[CH:14]([NH:21][C:22]1[CH:27]=[CH:26][C:25]([C:28]([N:30]([CH3:38])[CH2:31][CH2:32][C:33]([O:35]CC)=[O:34])=[O:29])=[CH:24][CH:23]=1)[CH:15]1[CH2:20][CH2:19][CH2:18][CH2:17][CH2:16]1)#[N:2].O1CCCC1.[OH-].[Na+].